Predict the reactants needed to synthesize the given product. From a dataset of Full USPTO retrosynthesis dataset with 1.9M reactions from patents (1976-2016). The reactants are: Cl[C:2]1[N:7]=[C:6]([NH:8][C:9]2[CH:13]=[C:12]([O:14][CH2:15][CH3:16])[NH:11][N:10]=2)[C:5]([N+:17]([O-:19])=[O:18])=[CH:4][CH:3]=1.Cl.[F:21][C:22]1[CH:23]=[N:24][C:25]([C@@H:28]([NH2:30])[CH3:29])=[N:26][CH:27]=1.C(N(C(C)C)CC)(C)C. Given the product [CH2:15]([O:14][C:12]1[NH:11][N:10]=[C:9]([NH:8][C:6]2[C:5]([N+:17]([O-:19])=[O:18])=[CH:4][CH:3]=[C:2]([NH:30][C@H:28]([C:25]3[N:26]=[CH:27][C:22]([F:21])=[CH:23][N:24]=3)[CH3:29])[N:7]=2)[CH:13]=1)[CH3:16], predict the reactants needed to synthesize it.